This data is from Full USPTO retrosynthesis dataset with 1.9M reactions from patents (1976-2016). The task is: Predict the reactants needed to synthesize the given product. (1) Given the product [CH3:25][O:26][C:27]1[CH:28]=[C:29]([NH:35][C:36]2[N:38]=[CH:4][C:5]3[CH2:11][C:10](=[O:12])[NH:9][C:8]4[CH:13]=[CH:14][C:15]([I:17])=[CH:16][C:7]=4[C:6]=3[N:37]=2)[CH:30]=[CH:31][C:32]=1[O:33][CH3:34], predict the reactants needed to synthesize it. The reactants are: CN([CH:4]=[C:5]1[CH2:11][C:10](=[O:12])[NH:9][C:8]2[CH:13]=[CH:14][C:15]([I:17])=[CH:16][C:7]=2[C:6]1=O)C.C([O-])([O-])=O.[K+].[K+].[CH3:25][O:26][C:27]1[CH:28]=[C:29]([NH:35][C:36]([NH2:38])=[NH:37])[CH:30]=[CH:31][C:32]=1[O:33][CH3:34].Cl. (2) Given the product [Cl:1][C:2]1[CH:7]=[CH:6][CH:5]=[C:4]([Cl:8])[C:3]=1[CH2:9][C:10]1[C:14]([CH2:15][OH:16])=[C:13]([CH:19]([CH3:21])[CH3:20])[O:12][N:11]=1, predict the reactants needed to synthesize it. The reactants are: [Cl:1][C:2]1[CH:7]=[CH:6][CH:5]=[C:4]([Cl:8])[C:3]=1[CH2:9][C:10]1[C:14]([C:15](OC)=[O:16])=[C:13]([CH:19]([CH3:21])[CH3:20])[O:12][N:11]=1.[H-].C([Al+]CC(C)C)C(C)C.C1(C)C=CC=CC=1.[OH-].[Na+]. (3) Given the product [NH2:1][CH2:4][C@H:5]1[CH2:8][CH2:7][N:6]1[C:9]([O:11][C:12]([CH3:15])([CH3:14])[CH3:13])=[O:10], predict the reactants needed to synthesize it. The reactants are: [N:1]([CH2:4][C@H:5]1[CH2:8][CH2:7][N:6]1[C:9]([O:11][C:12]([CH3:15])([CH3:14])[CH3:13])=[O:10])=[N+]=[N-].[H][H].